Dataset: Forward reaction prediction with 1.9M reactions from USPTO patents (1976-2016). Task: Predict the product of the given reaction. (1) Given the reactants [CH3:1][N:2]([CH3:14])[CH2:3][C:4]1[CH:9]=[C:8]([N+:10]([O-])=O)[CH:7]=[CH:6][C:5]=1[CH3:13].[Cl-:15].[Ca+2].[Cl-].Cl.C(OCC)(=O)C, predict the reaction product. The product is: [ClH:15].[ClH:15].[NH2:10][C:8]1[CH:7]=[CH:6][C:5]([CH3:13])=[C:4]([CH:9]=1)[CH2:3][N:2]([CH3:1])[CH3:14]. (2) The product is: [Br:8][C:9]1[C:10](=[O:41])[N:11]([CH2:26][C:27]2[CH:31]=[C:30]([C:32]([NH2:2])=[O:34])[NH:29][N:28]=2)[C:12]([CH3:25])=[CH:13][C:14]=1[O:15][CH2:16][C:17]1[CH:22]=[CH:21][C:20]([F:23])=[CH:19][C:18]=1[F:24]. Given the reactants C[N:2]1CCOCC1.[Br:8][C:9]1[C:10](=[O:41])[N:11]([CH2:26][C:27]2[CH:31]=[C:30]([C:32]([OH:34])=O)[N:29](C3CCCCO3)[N:28]=2)[C:12]([CH3:25])=[CH:13][C:14]=1[O:15][CH2:16][C:17]1[CH:22]=[CH:21][C:20]([F:23])=[CH:19][C:18]=1[F:24].ClC1N=C(OC)N=C(OC)N=1.[OH-].[NH4+], predict the reaction product. (3) Given the reactants C(O)(C(F)(F)F)=O.[F:8][C:9]1[C:14]([O:15][CH3:16])=[CH:13][C:12]([O:17][CH3:18])=[C:11]([F:19])[C:10]=1[C:20]1[N:25]=[CH:24][C:23]2[C:26](I)=[N:27][N:28](C3CCCCO3)[C:22]=2[CH:21]=1.[CH3:36][N:37]([CH3:58])[C:38]([CH:40]1[CH2:44][C:43]2[CH:45]=[C:46](B3OC(C)(C)C(C)(C)O3)[CH:47]=[CH:48][C:42]=2[O:41]1)=[O:39], predict the reaction product. The product is: [F:8][C:9]1[C:14]([O:15][CH3:16])=[CH:13][C:12]([O:17][CH3:18])=[C:11]([F:19])[C:10]=1[C:20]1[N:25]=[CH:24][C:23]2[C:26]([C:46]3[CH:47]=[CH:48][C:42]4[O:41][CH:40]([C:38]([N:37]([CH3:36])[CH3:58])=[O:39])[CH2:44][C:43]=4[CH:45]=3)=[N:27][NH:28][C:22]=2[CH:21]=1. (4) Given the reactants [N:1]1[CH:6]=[CH:5][CH:4]=[CH:3][C:2]=1[C:7]([OH:9])=O.[NH2:10][C:11]1[S:12][CH:13]=[CH:14][N:15]=1.O, predict the reaction product. The product is: [S:12]1[CH:13]=[CH:14][N:15]=[C:11]1[NH:10][C:7]([C:2]1[CH:3]=[CH:4][CH:5]=[CH:6][N:1]=1)=[O:9]. (5) Given the reactants [C:1]([C:3]1[C:4]([N:16]2[CH2:21][CH2:20][CH:19]([C:22]([OH:24])=O)[CH2:18][CH2:17]2)=[N:5][C:6]([O:14][CH3:15])=[C:7]([C:9]([O:11][CH2:12][CH3:13])=[O:10])[CH:8]=1)#[N:2].[Cl:25][C:26]1[CH:31]=[C:30]([F:32])[CH:29]=[CH:28][C:27]=1[CH2:33][S:34]([NH2:37])(=[O:36])=[O:35], predict the reaction product. The product is: [CH2:12]([O:11][C:9](=[O:10])[C:7]1[CH:8]=[C:3]([C:1]#[N:2])[C:4]([N:16]2[CH2:21][CH2:20][CH:19]([C:22](=[O:24])[NH:37][S:34]([CH2:33][C:27]3[CH:28]=[CH:29][C:30]([F:32])=[CH:31][C:26]=3[Cl:25])(=[O:35])=[O:36])[CH2:18][CH2:17]2)=[N:5][C:6]=1[O:14][CH3:15])[CH3:13]. (6) Given the reactants Cl.[N+:2]([O-:19])([O:4][CH2:5][CH2:6][CH2:7][C:8]1[CH:13]=[CH:12][C:11]([CH:14]2OCC[O:15]2)=[CH:10][CH:9]=1)=[O:3], predict the reaction product. The product is: [N+:2]([O-:19])([O:4][CH2:5][CH2:6][CH2:7][C:8]1[CH:13]=[CH:12][C:11]([CH:14]=[O:15])=[CH:10][CH:9]=1)=[O:3].